Dataset: Reaction yield outcomes from USPTO patents with 853,638 reactions. Task: Predict the reaction yield, written as a fraction of the theoretical maximum amount of product (1.0 means a 100% yield; for example, 0.34 means a 34% yield). (1) The reactants are [Br:1][C:2]1[CH:3]=[C:4]2[C:8](=[CH:9][CH:10]=1)[NH:7][C:6](=[O:11])[CH2:5]2.[N:12]1([CH2:17][CH2:18][CH2:19][NH:20][C:21]([C:23]2[C:27]([CH:28]([CH3:30])[CH3:29])=[C:26]([CH:31]=O)[NH:25][C:24]=2[CH:33]([CH3:35])[CH3:34])=[O:22])[CH2:16][CH2:15][CH2:14][CH2:13]1. No catalyst specified. The product is [N:12]1([CH2:17][CH2:18][CH2:19][NH:20][C:21]([C:23]2[C:27]([CH:28]([CH3:30])[CH3:29])=[C:26]([CH:31]=[C:5]3[C:4]4[C:8](=[CH:9][CH:10]=[C:2]([Br:1])[CH:3]=4)[NH:7][C:6]3=[O:11])[NH:25][C:24]=2[CH:33]([CH3:35])[CH3:34])=[O:22])[CH2:16][CH2:15][CH2:14][CH2:13]1. The yield is 0.150. (2) The reactants are Cl[C:2]1[C:7]([Cl:8])=[CH:6][C:5]([Cl:9])=[C:4]([Cl:10])[N:3]=1.[CH:11]1([C:14]2[NH:18][N:17]=[C:16]([NH2:19])[CH:15]=2)[CH2:13][CH2:12]1.C(N(CC)CC)C. The catalyst is CN1C(=O)CCC1. The product is [Cl:8][C:7]1[C:2]([NH:19][C:16]2[CH:15]=[C:14]([CH:11]3[CH2:13][CH2:12]3)[NH:18][N:17]=2)=[N:3][C:4]([Cl:10])=[C:5]([Cl:9])[CH:6]=1. The yield is 0.120. (3) The reactants are CC(C)([O-])C.[Na+].Br[C:8]1[CH:13]=[CH:12][C:11]([Br:14])=[CH:10][N:9]=1.C1(C)C=CC=CC=1.[CH3:22][NH:23][CH2:24][CH3:25]. The catalyst is C1C=CC(/C=C/C(/C=C/C2C=CC=CC=2)=O)=CC=1.C1C=CC(/C=C/C(/C=C/C2C=CC=CC=2)=O)=CC=1.C1C=CC(/C=C/C(/C=C/C2C=CC=CC=2)=O)=CC=1.C(Cl)(Cl)Cl.[Pd].[Pd].C(OCC)(=O)C. The product is [Br:14][C:11]1[CH:12]=[CH:13][C:8]([N:23]([CH2:24][CH3:25])[CH3:22])=[N:9][CH:10]=1. The yield is 0.660. (4) The reactants are [NH2:1][C:2]1[S:3][C:4]2[C:10]([N:11]3[CH2:16][CH2:15][O:14][CH2:13][CH2:12]3)=[CH:9][CH:8]=[C:7]([O:17][CH3:18])[C:5]=2[N:6]=1.[C:19](Cl)(Cl)=[O:20].[NH:23]1[CH2:28][CH2:27][S:26][CH2:25][CH2:24]1. No catalyst specified. The product is [CH3:18][O:17][C:7]1[C:5]2[N:6]=[C:2]([NH:1][C:19]([N:23]3[CH2:28][CH2:27][S:26][CH2:25][CH2:24]3)=[O:20])[S:3][C:4]=2[C:10]([N:11]2[CH2:16][CH2:15][O:14][CH2:13][CH2:12]2)=[CH:9][CH:8]=1. The yield is 0.730. (5) The reactants are [NH2:1][C:2]1[CH:3]=[N:4][CH:5]=[C:6]([Br:8])[CH:7]=1.N1C=CC=CC=1.[C:15](Cl)(=[O:19])[CH:16]([CH3:18])[CH3:17]. The catalyst is C(Cl)Cl. The product is [Br:8][C:6]1[CH:7]=[C:2]([NH:1][C:15](=[O:19])[CH:16]([CH3:18])[CH3:17])[CH:3]=[N:4][CH:5]=1. The yield is 0.710. (6) The reactants are [CH2:1]([O:8][C:9]1[CH:10]=[CH:11][C:12]([C@@H:20]([O:55][Si:56]([C:59]([CH3:62])([CH3:61])[CH3:60])([CH3:58])[CH3:57])[CH2:21][N:22]([C:48]([O:50][C:51]([CH3:54])([CH3:53])[CH3:52])=[O:49])[CH2:23][CH2:24][CH2:25][CH2:26][NH:27][C:28]([C:30]2[CH:31]=[C:32]([C:36]([OH:47])([C:41]3[CH:46]=[CH:45][CH:44]=[CH:43][CH:42]=3)[C:37]([O:39]C)=[O:38])[CH:33]=[CH:34][CH:35]=2)=[O:29])=[C:13]2[C:18]=1[NH:17][C:16](=[O:19])[CH:15]=[CH:14]2)[C:2]1[CH:7]=[CH:6][CH:5]=[CH:4][CH:3]=1.[Li+].[OH-]. The catalyst is CC(O)(C)C.O. The product is [CH2:1]([O:8][C:9]1[CH:10]=[CH:11][C:12]([C@@H:20]([O:55][Si:56]([C:59]([CH3:62])([CH3:61])[CH3:60])([CH3:57])[CH3:58])[CH2:21][N:22]([C:48]([O:50][C:51]([CH3:52])([CH3:53])[CH3:54])=[O:49])[CH2:23][CH2:24][CH2:25][CH2:26][NH:27][C:28]([C:30]2[CH:31]=[C:32]([C:36]([OH:47])([C:41]3[CH:42]=[CH:43][CH:44]=[CH:45][CH:46]=3)[C:37]([OH:39])=[O:38])[CH:33]=[CH:34][CH:35]=2)=[O:29])=[C:13]2[C:18]=1[NH:17][C:16](=[O:19])[CH:15]=[CH:14]2)[C:2]1[CH:7]=[CH:6][CH:5]=[CH:4][CH:3]=1. The yield is 0.980. (7) The reactants are [CH3:1][C:2]1([CH3:20])[C:11](=[O:12])[NH:10][C:9]2[N:8]=[C:7]([O:13][CH2:14][CH2:15][CH2:16][CH:17]=O)[CH:6]=[CH:5][C:4]=2[C:3]1=[O:19].Cl.[Cl:22][C:23]1[C:28]([Cl:29])=[CH:27][CH:26]=[CH:25][C:24]=1[N:30]1[CH2:35][CH2:34][NH:33][CH2:32][CH2:31]1.CCN(CC)CC.[BH-](OC(C)=O)(OC(C)=O)OC(C)=O.[Na+]. The catalyst is ClCCCl. The product is [Cl:22][C:23]1[C:28]([Cl:29])=[CH:27][CH:26]=[CH:25][C:24]=1[N:30]1[CH2:35][CH2:34][N:33]([CH2:17][CH2:16][CH2:15][CH2:14][O:13][C:7]2[N:8]=[C:9]3[C:4]([C:3](=[O:19])[C:2]([CH3:20])([CH3:1])[C:11](=[O:12])[NH:10]3)=[CH:5][CH:6]=2)[CH2:32][CH2:31]1. The yield is 0.300.